This data is from NCI-60 drug combinations with 297,098 pairs across 59 cell lines. The task is: Regression. Given two drug SMILES strings and cell line genomic features, predict the synergy score measuring deviation from expected non-interaction effect. (1) Drug 1: CC1=C(C(CCC1)(C)C)C=CC(=CC=CC(=CC(=O)O)C)C. Drug 2: C1CCC(C(C1)N)N.C(=O)(C(=O)[O-])[O-].[Pt+4]. Cell line: RXF 393. Synergy scores: CSS=-1.15, Synergy_ZIP=2.36, Synergy_Bliss=1.05, Synergy_Loewe=1.72, Synergy_HSA=-2.48. (2) Drug 1: C1=C(C(=O)NC(=O)N1)N(CCCl)CCCl. Drug 2: C1=CN(C=N1)CC(O)(P(=O)(O)O)P(=O)(O)O. Cell line: UACC-257. Synergy scores: CSS=-3.13, Synergy_ZIP=-3.60, Synergy_Bliss=-10.2, Synergy_Loewe=-12.1, Synergy_HSA=-10.9.